Task: Predict the product of the given reaction.. Dataset: Forward reaction prediction with 1.9M reactions from USPTO patents (1976-2016) (1) Given the reactants [C:1]([C:3](=[C:9](O)[C:10]([F:13])([F:12])[F:11])[C:4]([O:6][CH2:7][CH3:8])=[O:5])#[N:2].N1C=CC=CC=1.C(Cl)[Cl:22], predict the reaction product. The product is: [Cl:22][C:9]([C:10]([F:13])([F:12])[F:11])=[C:3]([C:1]#[N:2])[C:4]([O:6][CH2:7][CH3:8])=[O:5]. (2) Given the reactants [CH3:1][C:2]([OH:11])([CH3:10])[CH2:3][N:4]1[CH2:9][CH2:8][CH2:7][CH2:6][CH2:5]1.[H-].[Na+].F[C:15]1[CH:20]=[CH:19][C:18]([N+:21]([O-:23])=[O:22])=[CH:17][CH:16]=1, predict the reaction product. The product is: [CH3:10][C:2]([O:11][C:15]1[CH:20]=[CH:19][C:18]([N+:21]([O-:23])=[O:22])=[CH:17][CH:16]=1)([CH3:1])[CH2:3][N:4]1[CH2:9][CH2:8][CH2:7][CH2:6][CH2:5]1.